Predict the product of the given reaction. From a dataset of Forward reaction prediction with 1.9M reactions from USPTO patents (1976-2016). (1) Given the reactants [CH3:1][S:2]([C:5]1[CH:10]=[CH:9][C:8]([C:11]2[N:12]=[CH:13][C:14]([O:17][CH:18]([CH:20]3[CH2:25][CH2:24][N:23]([C:26]([O:28][CH:29]([CH3:31])[CH3:30])=[O:27])[CH2:22][CH2:21]3)[CH3:19])=[N:15][CH:16]=2)=[CH:7][CH:6]=1)(=[O:4])=[O:3].C(=O)=O, predict the reaction product. The product is: [CH3:1][S:2]([C:5]1[CH:10]=[CH:9][C:8]([C:11]2[N:12]=[CH:13][C:14]([O:17][C@H:18]([CH:20]3[CH2:25][CH2:24][N:23]([C:26]([O:28][CH:29]([CH3:31])[CH3:30])=[O:27])[CH2:22][CH2:21]3)[CH3:19])=[N:15][CH:16]=2)=[CH:7][CH:6]=1)(=[O:4])=[O:3]. (2) Given the reactants O1C=CC=C1C=O.[OH-].[K+].[N+](C[C:13]([N:15]1[CH2:19][CH2:18][CH2:17][CH2:16]1)=O)#[C-].[O:20]1[CH:24]=[CH:23][CH:22]=[C:21]1[C@@H:25]1[O:29][CH:28]=[N:27][C@H:26]1[C:30]([N:32]1[CH2:36][CH2:35][CH2:34][CH2:33]1)=[O:31], predict the reaction product. The product is: [CH:16]1[C:17]2[C:22](=[CH:23][CH:24]=[CH:19][CH:18]=2)[C:21]([C@@H:25]2[O:29][CH:28]=[N:27][C@H:26]2[C:30]([N:32]2[CH2:36][CH2:35][CH2:34][CH2:33]2)=[O:31])=[CH:13][N:15]=1.[O:20]1[CH:24]=[CH:23][CH:22]=[C:21]1[C@@H:25]1[O:29][CH:28]=[N:27][C@H:26]1[C:30]([N:32]1[CH2:36][CH2:35][CH2:34][CH2:33]1)=[O:31]. (3) The product is: [CH3:23][O:24][CH2:25][O:26][C:27]1[CH:28]=[N:29][CH:30]=[CH:31][C:32]=1[C:33](=[O:35])[CH3:34]. Given the reactants CC(OI1(OC(C)=O)(OC(C)=O)OC(=O)C2C=CC=CC1=2)=O.[CH3:23][O:24][CH2:25][O:26][C:27]1[CH:28]=[N:29][CH:30]=[CH:31][C:32]=1[CH:33]([OH:35])[CH3:34].C([O-])(O)=O.[Na+].[O-]S([O-])(=S)=O.[Na+].[Na+], predict the reaction product.